Dataset: Full USPTO retrosynthesis dataset with 1.9M reactions from patents (1976-2016). Task: Predict the reactants needed to synthesize the given product. Given the product [C:1]([C@@H:4]1[CH2:8][N:7]([C:9]2[CH:14]=[CH:13][N:12]3[N:15]=[CH:16][C:17]([C:18]([NH2:20])=[O:19])=[C:11]3[CH:10]=2)[C@@H:6]([C:39]2[CH:44]=[CH:43][CH:42]=[C:41]([F:45])[CH:40]=2)[CH2:5]1)(=[O:3])[NH2:2], predict the reactants needed to synthesize it. The reactants are: [C:1]([C@@H:4]1[CH2:8][N:7]([C:9]2[CH:14]=[CH:13][N:12]3[N:15]=[CH:16][C:17]([C:18]([N:20](CC4C=CC(OC)=CC=4)CC4C=CC(OC)=CC=4)=[O:19])=[C:11]3[CH:10]=2)[C@@H:6]([C:39]2[CH:44]=[CH:43][CH:42]=[C:41]([F:45])[CH:40]=2)[CH2:5]1)(=[O:3])[NH2:2].